This data is from Catalyst prediction with 721,799 reactions and 888 catalyst types from USPTO. The task is: Predict which catalyst facilitates the given reaction. Reactant: [NH2:1][C:2]1[CH:7]=[C:6]([CH3:8])[CH:5]=[C:4]([CH3:9])[C:3]=1[OH:10].C(OCC)(=O)C.C(=O)([O-])O.[Na+].[Cl:22][CH:23]([CH2:27][CH:28]([CH3:30])[CH3:29])[C:24](Cl)=[O:25]. Product: [Cl:22][CH:23]([CH2:27][CH:28]([CH3:30])[CH3:29])[C:24]([NH:1][C:2]1[CH:7]=[C:6]([CH3:8])[CH:5]=[C:4]([CH3:9])[C:3]=1[OH:10])=[O:25]. The catalyst class is: 6.